The task is: Regression. Given two drug SMILES strings and cell line genomic features, predict the synergy score measuring deviation from expected non-interaction effect.. This data is from NCI-60 drug combinations with 297,098 pairs across 59 cell lines. (1) Drug 1: CCCS(=O)(=O)NC1=C(C(=C(C=C1)F)C(=O)C2=CNC3=C2C=C(C=N3)C4=CC=C(C=C4)Cl)F. Drug 2: C1CCC(CC1)NC(=O)N(CCCl)N=O. Cell line: NCI/ADR-RES. Synergy scores: CSS=18.7, Synergy_ZIP=-0.107, Synergy_Bliss=7.45, Synergy_Loewe=5.87, Synergy_HSA=5.55. (2) Drug 1: CC12CCC3C(C1CCC2=O)CC(=C)C4=CC(=O)C=CC34C. Drug 2: CS(=O)(=O)CCNCC1=CC=C(O1)C2=CC3=C(C=C2)N=CN=C3NC4=CC(=C(C=C4)OCC5=CC(=CC=C5)F)Cl. Cell line: U251. Synergy scores: CSS=59.7, Synergy_ZIP=-0.540, Synergy_Bliss=-0.440, Synergy_Loewe=0.125, Synergy_HSA=0.0753. (3) Drug 1: C1CCN(CC1)CCOC2=CC=C(C=C2)C(=O)C3=C(SC4=C3C=CC(=C4)O)C5=CC=C(C=C5)O. Drug 2: COC1=CC(=CC(=C1O)OC)C2C3C(COC3=O)C(C4=CC5=C(C=C24)OCO5)OC6C(C(C7C(O6)COC(O7)C8=CC=CS8)O)O. Cell line: K-562. Synergy scores: CSS=39.7, Synergy_ZIP=10.7, Synergy_Bliss=13.6, Synergy_Loewe=5.81, Synergy_HSA=12.2. (4) Drug 1: COC1=CC(=CC(=C1O)OC)C2C3C(COC3=O)C(C4=CC5=C(C=C24)OCO5)OC6C(C(C7C(O6)COC(O7)C8=CC=CS8)O)O. Drug 2: C1=CC=C(C(=C1)C(C2=CC=C(C=C2)Cl)C(Cl)Cl)Cl. Cell line: CAKI-1. Synergy scores: CSS=51.3, Synergy_ZIP=6.82, Synergy_Bliss=7.99, Synergy_Loewe=-40.3, Synergy_HSA=8.09. (5) Drug 1: CC1=C2C(C(=O)C3(C(CC4C(C3C(C(C2(C)C)(CC1OC(=O)C(C(C5=CC=CC=C5)NC(=O)OC(C)(C)C)O)O)OC(=O)C6=CC=CC=C6)(CO4)OC(=O)C)OC)C)OC. Drug 2: C1CN(CCN1C(=O)CCBr)C(=O)CCBr. Cell line: SK-MEL-28. Synergy scores: CSS=34.4, Synergy_ZIP=0.0547, Synergy_Bliss=1.15, Synergy_Loewe=-4.41, Synergy_HSA=2.19.